Dataset: Forward reaction prediction with 1.9M reactions from USPTO patents (1976-2016). Task: Predict the product of the given reaction. (1) Given the reactants I[C:2]1[N:9]2[C:5]([S:6][C:7]([C:10]3[CH:11]=[N:12][CH:13]=[C:14]([O:16][CH3:17])[CH:15]=3)=[N:8]2)=[N:4][CH:3]=1.CC1(C)C(C)(C)OB([C:26]2[CH:27]=[C:28]([C:33]([F:36])([F:35])[F:34])[C:29]([NH2:32])=[N:30][CH:31]=2)O1.C([O-])([O-])=O.[K+].[K+], predict the reaction product. The product is: [CH3:17][O:16][C:14]1[CH:15]=[C:10]([C:7]2[S:6][C:5]3=[N:4][CH:3]=[C:2]([C:26]4[CH:27]=[C:28]([C:33]([F:36])([F:35])[F:34])[C:29]([NH2:32])=[N:30][CH:31]=4)[N:9]3[N:8]=2)[CH:11]=[N:12][CH:13]=1. (2) Given the reactants [ClH:1].[CH:2]([C@@H:5]1[CH2:10][CH2:9][C@H:8]([N:11]2[CH2:27][CH2:26][C:14]3([N:18]([C:19]4[CH:24]=[CH:23][CH:22]=[CH:21][CH:20]=4)[CH2:17][CH2:16][CH:15]3[OH:25])[CH2:13][CH2:12]2)[CH2:7][CH2:6]1)([CH3:4])[CH3:3].[H-].[Na+].[CH3:30]OS(OC)(=O)=O, predict the reaction product. The product is: [ClH:1].[CH:2]([C@@H:5]1[CH2:10][CH2:9][C@H:8]([N:11]2[CH2:12][CH2:13][C:14]3([N:18]([C:19]4[CH:20]=[CH:21][CH:22]=[CH:23][CH:24]=4)[CH2:17][CH2:16][CH:15]3[O:25][CH3:30])[CH2:26][CH2:27]2)[CH2:7][CH2:6]1)([CH3:4])[CH3:3]. (3) Given the reactants C(=O)([O-])[O-].[K+].[K+].[OH:7][C:8]1[CH:15]=[CH:14][C:11]([CH:12]=[O:13])=[C:10]([N+:16]([O-:18])=[O:17])[CH:9]=1.[CH2:19](Br)[C:20]1[CH:25]=[CH:24][CH:23]=[CH:22][CH:21]=1, predict the reaction product. The product is: [CH2:19]([O:7][C:8]1[CH:15]=[CH:14][C:11]([CH:12]=[O:13])=[C:10]([N+:16]([O-:18])=[O:17])[CH:9]=1)[C:20]1[CH:25]=[CH:24][CH:23]=[CH:22][CH:21]=1.